Dataset: NCI-60 drug combinations with 297,098 pairs across 59 cell lines. Task: Regression. Given two drug SMILES strings and cell line genomic features, predict the synergy score measuring deviation from expected non-interaction effect. (1) Drug 1: CC1OCC2C(O1)C(C(C(O2)OC3C4COC(=O)C4C(C5=CC6=C(C=C35)OCO6)C7=CC(=C(C(=C7)OC)O)OC)O)O. Drug 2: C1C(C(OC1N2C=NC3=C2NC=NCC3O)CO)O. Cell line: UACC-257. Synergy scores: CSS=6.42, Synergy_ZIP=-0.407, Synergy_Bliss=1.52, Synergy_Loewe=-4.96, Synergy_HSA=0.123. (2) Drug 1: CC(CN1CC(=O)NC(=O)C1)N2CC(=O)NC(=O)C2. Drug 2: CC1C(C(CC(O1)OC2CC(CC3=C2C(=C4C(=C3O)C(=O)C5=C(C4=O)C(=CC=C5)OC)O)(C(=O)CO)O)N)O.Cl. Cell line: LOX IMVI. Synergy scores: CSS=49.3, Synergy_ZIP=-1.97, Synergy_Bliss=-2.31, Synergy_Loewe=0.540, Synergy_HSA=2.01. (3) Drug 1: C1=CC(=CC=C1CCC2=CNC3=C2C(=O)NC(=N3)N)C(=O)NC(CCC(=O)O)C(=O)O. Drug 2: CCC1=C2CN3C(=CC4=C(C3=O)COC(=O)C4(CC)O)C2=NC5=C1C=C(C=C5)O. Cell line: SK-MEL-28. Synergy scores: CSS=15.7, Synergy_ZIP=-7.29, Synergy_Bliss=-3.16, Synergy_Loewe=-4.75, Synergy_HSA=-3.57. (4) Drug 1: C1=CC(=CC=C1CC(C(=O)O)N)N(CCCl)CCCl.Cl. Drug 2: CCN(CC)CCCC(C)NC1=C2C=C(C=CC2=NC3=C1C=CC(=C3)Cl)OC. Cell line: MDA-MB-231. Synergy scores: CSS=33.8, Synergy_ZIP=-7.76, Synergy_Bliss=0.486, Synergy_Loewe=-6.61, Synergy_HSA=2.11. (5) Drug 1: CN(C(=O)NC(C=O)C(C(C(CO)O)O)O)N=O. Drug 2: CC1=C(C(=O)C2=C(C1=O)N3CC4C(C3(C2COC(=O)N)OC)N4)N. Cell line: HL-60(TB). Synergy scores: CSS=68.4, Synergy_ZIP=-7.74, Synergy_Bliss=-8.84, Synergy_Loewe=-27.4, Synergy_HSA=-3.83.